Task: Predict the reaction yield, written as a fraction of the theoretical maximum amount of product (1.0 means a 100% yield; for example, 0.34 means a 34% yield).. Dataset: Reaction yield outcomes from USPTO patents with 853,638 reactions (1) The reactants are [CH2:1]([N:8]1[CH2:13][CH2:12][N:11]([CH2:14][C:15]2[NH:24][C:23](=O)[C:22]3[C:17](=[CH:18][CH:19]=[CH:20][CH:21]=3)[N:16]=2)[C@@H:10]([CH2:26][CH:27]([CH3:29])[CH3:28])[CH2:9]1)[C:2]1[CH:7]=[CH:6][CH:5]=[CH:4][CH:3]=1.S(Cl)([Cl:32])=O.CN(C=O)C. The catalyst is ClCCl. The product is [CH2:1]([N:8]1[CH2:13][CH2:12][N:11]([CH2:14][C:15]2[N:24]=[C:23]([Cl:32])[C:22]3[C:17](=[CH:18][CH:19]=[CH:20][CH:21]=3)[N:16]=2)[C@@H:10]([CH2:26][CH:27]([CH3:29])[CH3:28])[CH2:9]1)[C:2]1[CH:7]=[CH:6][CH:5]=[CH:4][CH:3]=1. The yield is 0.160. (2) The reactants are Cl[CH2:2][C:3]([C:5]1[CH:6]=[C:7]([OH:12])[C:8](=[CH:10][CH:11]=1)[OH:9])=[O:4].C([OH:15])C.C([O-])=O.[Na+]. The catalyst is O.C(O)=O. The product is [OH:15][CH2:2][C:3]([C:5]1[CH:6]=[C:7]([OH:12])[C:8](=[CH:10][CH:11]=1)[OH:9])=[O:4]. The yield is 0.826. (3) The reactants are Br[CH2:2][C:3]([NH:5][C:6]1[CH:11]=[CH:10][C:9]([CH2:12][O:13][Si](C(C)(C)C)(C)C)=[CH:8][CH:7]=1)=[O:4].[Si](OCC1C=CC(N)=CC=1)(C(C)(C)C)(C)C.[Cl:37]CC(Cl)=O.BrCC(Cl)=O. No catalyst specified. The product is [Cl:37][CH2:2][C:3]([NH:5][C:6]1[CH:11]=[CH:10][C:9]([CH2:12][OH:13])=[CH:8][CH:7]=1)=[O:4]. The yield is 0.660. (4) The reactants are C([N:8](CC1C=CC=CC=1)[C:9]1[CH:14]=[CH:13][C:12]([C@H:15]2[CH2:20][CH2:19][C@H:18]([O:21][CH2:22][CH2:23][C:24]([O:26][CH3:27])=[O:25])[CH2:17][CH2:16]2)=[CH:11][CH:10]=1)C1C=CC=CC=1. The catalyst is C1COCC1.[Pd]. The product is [NH2:8][C:9]1[CH:10]=[CH:11][C:12]([C@H:15]2[CH2:16][CH2:17][C@H:18]([O:21][CH2:22][CH2:23][C:24]([O:26][CH3:27])=[O:25])[CH2:19][CH2:20]2)=[CH:13][CH:14]=1. The yield is 0.960.